From a dataset of Reaction yield outcomes from USPTO patents with 853,638 reactions. Predict the reaction yield, written as a fraction of the theoretical maximum amount of product (1.0 means a 100% yield; for example, 0.34 means a 34% yield). The product is [CH2:19]([C:23]1[CH:24]=[CH:25][C:26]([C:29]2[O:33][C:32]([C:34]3[CH:35]=[CH:36][C:37]([CH2:38][NH:11][C@@H:9]4[CH2:10][C@H:7]([C:5]([O:4][CH2:2][CH3:3])=[O:6])[CH2:8]4)=[CH:40][CH:41]=3)=[N:31][N:30]=2)=[CH:27][CH:28]=1)[CH:20]([CH3:22])[CH3:21]. The reactants are Cl.[CH2:2]([O:4][C:5]([C@H:7]1[CH2:10][C@@H:9]([NH2:11])[CH2:8]1)=[O:6])[CH3:3].C(N(CC)CC)C.[CH2:19]([C:23]1[CH:28]=[CH:27][C:26]([C:29]2[O:33][C:32]([C:34]3[CH:41]=[CH:40][C:37]([CH:38]=O)=[CH:36][CH:35]=3)=[N:31][N:30]=2)=[CH:25][CH:24]=1)[CH:20]([CH3:22])[CH3:21].C(O[BH-](OC(=O)C)OC(=O)C)(=O)C.[Na+]. The yield is 0.880. The catalyst is ClCCl.